From a dataset of Forward reaction prediction with 1.9M reactions from USPTO patents (1976-2016). Predict the product of the given reaction. (1) Given the reactants [CH3:1][NH:2][C:3](=[O:25])[C:4]1[CH:9]=[C:8]([O:10][C:11]2[CH:12]=[C:13]3[C:18](=[CH:19][CH:20]=2)[N:17]=[C:16](S(C)(=O)=O)[N:15]=[CH:14]3)[CH:7]=[CH:6][N:5]=1.[H-].[Na+].N[C:29]1[C:30]([CH3:35])=[CH:31][CH:32]=[CH:33][CH:34]=1.C[N:37](C=O)C, predict the reaction product. The product is: [CH3:1][NH:2][C:3](=[O:25])[C:4]1[CH:9]=[C:8]([O:10][C:11]2[CH:12]=[C:13]3[C:18](=[CH:19][CH:20]=2)[N:17]=[C:16]([NH:37][C:34]2[CH:29]=[C:30]([CH3:35])[CH:31]=[CH:32][CH:33]=2)[N:15]=[CH:14]3)[CH:7]=[CH:6][N:5]=1. (2) Given the reactants [CH3:1][O:2][C:3]1[CH:19]=[CH:18][C:6]([CH2:7][N:8]2[C:12]3[N:13]=[CH:14][CH:15]=[C:16]([OH:17])[C:11]=3[CH:10]=[N:9]2)=[CH:5][CH:4]=1.F[C:21]1[CH:26]=[CH:25][C:24]([N+:27]([O-:29])=[O:28])=[CH:23][C:22]=1[F:30], predict the reaction product. The product is: [CH3:1][O:2][C:3]1[CH:4]=[CH:5][C:6]([CH2:7][N:8]2[C:12]3=[N:13][CH:14]=[CH:15][C:16]([O:17][C:21]4[CH:26]=[CH:25][C:24]([N+:27]([O-:29])=[O:28])=[CH:23][C:22]=4[F:30])=[C:11]3[CH:10]=[N:9]2)=[CH:18][CH:19]=1. (3) Given the reactants Cl[C:2]1[N:3]=[C:4]([N:16]2[CH2:21][CH2:20][O:19][CH2:18][C@@H:17]2[CH3:22])[C:5]2[CH2:10][N:9]([C:11]([O:13][CH2:14][CH3:15])=[O:12])[CH2:8][C:6]=2[N:7]=1.CC1(C)C(C)(C)OB([C:31]2[CH:37]=[CH:36][C:34]([NH2:35])=[CH:33][CH:32]=2)O1.C([O-])([O-])=O.[Na+].[Na+], predict the reaction product. The product is: [NH2:35][C:34]1[CH:36]=[CH:37][C:31]([C:2]2[N:3]=[C:4]([N:16]3[CH2:21][CH2:20][O:19][CH2:18][C@@H:17]3[CH3:22])[C:5]3[CH2:10][N:9]([C:11]([O:13][CH2:14][CH3:15])=[O:12])[CH2:8][C:6]=3[N:7]=2)=[CH:32][CH:33]=1.